Dataset: Forward reaction prediction with 1.9M reactions from USPTO patents (1976-2016). Task: Predict the product of the given reaction. (1) Given the reactants [C:1]([C:5]1[CH:10]=[CH:9][C:8]([CH2:11][OH:12])=[CH:7][C:6]=1[O:13][CH3:14])([CH3:4])([CH3:3])[CH3:2].C1C(=O)N([Br:22])C(=O)C1, predict the reaction product. The product is: [Br:22][C:9]1[CH:10]=[C:5]([C:1]([CH3:4])([CH3:2])[CH3:3])[C:6]([O:13][CH3:14])=[CH:7][C:8]=1[CH2:11][OH:12]. (2) Given the reactants Br[C:2]1[CH:8]=[CH:7][C:5]([NH2:6])=[C:4]([F:9])[CH:3]=1.[CH:10]([O:13][C:14]1[CH:15]=[C:16](B(O)O)[CH:17]=[CH:18][CH:19]=1)([CH3:12])[CH3:11], predict the reaction product. The product is: [CH:10]1([O:13][C:14]2[CH:15]=[C:16]([C:2]3[CH:8]=[CH:7][C:5]([NH2:6])=[C:4]([F:9])[CH:3]=3)[CH:17]=[CH:18][CH:19]=2)[CH2:12][CH2:11]1. (3) Given the reactants [NH:1]1[CH2:5][CH2:4][C@@H:3](O)[CH2:2]1.[C:7](O[C:7]([O:9][C:10]([CH3:13])([CH3:12])[CH3:11])=[O:8])([O:9][C:10]([CH3:13])([CH3:12])[CH3:11])=[O:8].[CH:22]([N:25](C(C)C)CC)(C)C.CS(Cl)(=O)=O.[C-]#N.[Na+], predict the reaction product. The product is: [C:10]([O:9][C:7]([N:1]1[CH2:5][CH2:4][C@H:3]([C:22]#[N:25])[CH2:2]1)=[O:8])([CH3:13])([CH3:12])[CH3:11]. (4) Given the reactants [C:1]([O:5][C:6](=[O:16])[NH:7][CH2:8][CH2:9][CH:10]1[CH2:15][CH2:14][NH:13][CH2:12][CH2:11]1)([CH3:4])([CH3:3])[CH3:2].Br[C:18]1[C:27]2[C:22](=[CH:23][CH:24]=[C:25]([O:28][CH3:29])[CH:26]=2)[N:21]=[CH:20][CH:19]=1.CCN(CC)CC, predict the reaction product. The product is: [C:1]([O:5][C:6](=[O:16])[NH:7][CH2:8][CH2:9][CH:10]1[CH2:11][CH2:12][N:13]([C:18]2[C:27]3[C:22](=[CH:23][CH:24]=[C:25]([O:28][CH3:29])[CH:26]=3)[N:21]=[CH:20][CH:19]=2)[CH2:14][CH2:15]1)([CH3:4])([CH3:2])[CH3:3]. (5) The product is: [Cl:1][C:2]1[C:3]([N:9]2[CH:13]=[C:12]([CH2:14][CH2:15][CH2:16][O:17][C:22]3[C:27]([O:28][CH3:29])=[CH:26][CH:25]=[CH:24][C:23]=3[CH2:30][C:31]([OH:33])=[O:32])[C:11]([CH:18]([CH3:20])[CH3:19])=[N:10]2)=[N:4][CH:5]=[C:6]([Cl:8])[CH:7]=1. Given the reactants [Cl:1][C:2]1[C:3]([N:9]2[CH:13]=[C:12]([CH2:14][CH2:15][CH2:16][OH:17])[C:11]([CH:18]([CH3:20])[CH3:19])=[N:10]2)=[N:4][CH:5]=[C:6]([Cl:8])[CH:7]=1.O[C:22]1[C:27]([O:28][CH3:29])=[CH:26][CH:25]=[CH:24][C:23]=1[CH2:30][C:31]([O:33]C)=[O:32].C(P(CCCC)CCCC)CCC.N(C(N1CCCCC1)=O)=NC(N1CCCCC1)=O, predict the reaction product. (6) Given the reactants [C:1]([C:4]1[CH:5]=[CH:6][C:7]([NH:10][C:11](=[O:28])[CH:12]([NH:16][C:17](=[O:27])[CH2:18][C:19]2[CH:24]=[C:23]([F:25])[CH:22]=[C:21]([F:26])[CH:20]=2)[CH2:13][CH2:14][CH3:15])=[N:8][CH:9]=1)(=O)[CH3:2].[NH:29]1[CH2:34][CH2:33][O:32][CH2:31][CH2:30]1.C(O[BH-](OC(=O)C)OC(=O)C)(=O)C.[Na+].C([BH3-])#N.[Na+], predict the reaction product. The product is: [N:29]1([CH:1]([C:4]2[CH:5]=[CH:6][C:7]([NH:10][C:11](=[O:28])[CH:12]([NH:16][C:17](=[O:27])[CH2:18][C:19]3[CH:24]=[C:23]([F:25])[CH:22]=[C:21]([F:26])[CH:20]=3)[CH2:13][CH2:14][CH3:15])=[N:8][CH:9]=2)[CH3:2])[CH2:34][CH2:33][O:32][CH2:31][CH2:30]1.